Dataset: Reaction yield outcomes from USPTO patents with 853,638 reactions. Task: Predict the reaction yield, written as a fraction of the theoretical maximum amount of product (1.0 means a 100% yield; for example, 0.34 means a 34% yield). (1) The reactants are [CH2:1]([O:3][C:4]([C:6]1[CH:7]=[N:8][C:9]2[C:14]([CH:15]=1)=[CH:13][CH:12]=[C:11]([NH2:16])[CH:10]=2)=[O:5])[CH3:2].C(N(C(C)C)CC)(C)C.[F:26][C:27]([F:44])([F:43])[C:28]1[CH:33]=[CH:32][C:31]([C:34]2[C:35]([C:40](Cl)=[O:41])=[CH:36][CH:37]=[CH:38][CH:39]=2)=[CH:30][CH:29]=1.C(OC(C)C)(C)C. The catalyst is ClC(Cl)C.C1(C)C=CC=CC=1. The product is [CH2:1]([O:3][C:4]([C:6]1[CH:7]=[N:8][C:9]2[C:14]([CH:15]=1)=[CH:13][CH:12]=[C:11]([NH:16][C:40]([C:35]1[C:34]([C:31]3[CH:32]=[CH:33][C:28]([C:27]([F:26])([F:43])[F:44])=[CH:29][CH:30]=3)=[CH:39][CH:38]=[CH:37][CH:36]=1)=[O:41])[CH:10]=2)=[O:5])[CH3:2]. The yield is 0.584. (2) The reactants are [CH3:1][NH:2][C:3]([C:5]1[N:6](C)[C:7]2[C:12]([CH:13]=1)=[CH:11][C:10]([F:14])=[CH:9][CH:8]=2)=O.CNC(C1N(C)C2C(C=1)=CC=CC=2)=O. No catalyst specified. The product is [F:14][C:10]1[CH:11]=[C:12]2[C:7](=[CH:8][CH:9]=1)[NH:6][C:5]([CH2:3][NH:2][CH3:1])=[CH:13]2. The yield is 0.780. (3) The product is [Cl:6][C:7]1[C:12]([F:13])=[C:11]([Cl:14])[N:10]=[C:9]([C:5]#[C:4][CH:1]2[CH2:3][CH2:2]2)[N:8]=1. The yield is 0.450. The catalyst is C1COCC1. The reactants are [CH:1]1([C:4]#[CH:5])[CH2:3][CH2:2]1.[Cl:6][C:7]1[C:12]([F:13])=[C:11]([Cl:14])[N:10]=[C:9](S(C)(=O)=O)[N:8]=1. (4) The reactants are [NH2:1][N:2]1[CH2:6][C:5](=[O:7])[N:4]([C:8]2[CH:13]=[CH:12][C:11]([C:14]([OH:16])=[O:15])=[CH:10][CH:9]=2)[C:3]1=[S:17].[CH3:18][C:19]1[CH:20]=[C:21]([N:26]2[C:30]([OH:31])=[C:29]([CH:32]=O)[C:28]([CH3:34])=[N:27]2)[CH:22]=[CH:23][C:24]=1[CH3:25].C(O)C. The catalyst is CO. The product is [C:14]([C:11]1[CH:10]=[CH:9][C:8]([N:4]2[C:5](=[O:7])[CH2:6][N:2]([N:1]=[CH:32][C:29]3[C:28]([CH3:34])=[N:27][N:26]([C:21]4[CH:22]=[CH:23][C:24]([CH3:25])=[C:19]([CH3:18])[CH:20]=4)[C:30]=3[OH:31])[C:3]2=[S:17])=[CH:13][CH:12]=1)([OH:16])=[O:15]. The yield is 0.850. (5) The reactants are [F:1][C:2]1[CH:3]=[CH:4][C:5]2[N:9]=[C:8]([CH3:10])[N:7]([C:11]3[C:12]([CH3:32])=[C:13]([CH:29]=[CH:30][CH:31]=3)[CH2:14][NH:15][C:16]3[CH:28]=[CH:27][C:19]4[C@H:20]([CH2:23][C:24]([OH:26])=[O:25])[CH2:21][O:22][C:18]=4[CH:17]=3)[C:6]=2[CH:33]=1.[OH-].[Na+:35].C(#N)C. The catalyst is O. The product is [F:1][C:2]1[CH:3]=[CH:4][C:5]2[N:9]=[C:8]([CH3:10])[N:7]([C:11]3[C:12]([CH3:32])=[C:13]([CH:29]=[CH:30][CH:31]=3)[CH2:14][NH:15][C:16]3[CH:28]=[CH:27][C:19]4[C@H:20]([CH2:23][C:24]([O-:26])=[O:25])[CH2:21][O:22][C:18]=4[CH:17]=3)[C:6]=2[CH:33]=1.[Na+:35]. The yield is 0.970. (6) The reactants are [NH2:1][C:2]1[C:10]([Cl:11])=[CH:9][C:5]([C:6]([OH:8])=[O:7])=[C:4]([O:12][CH3:13])[CH:3]=1.S(Cl)(Cl)=O.[CH3:18]O. No catalyst specified. The product is [NH2:1][C:2]1[C:10]([Cl:11])=[CH:9][C:5]([C:6]([O:8][CH3:18])=[O:7])=[C:4]([O:12][CH3:13])[CH:3]=1. The yield is 1.00. (7) The reactants are [CH3:1][S:2]([C:11]1[CH:16]=[CH:15][C:14]([CH2:17][CH2:18][C:19]([O:21][CH3:22])=[O:20])=[CH:13][CH:12]=1)(=[N:4]C(=O)C(F)(F)F)=[O:3].C([O-])([O-])=O.[K+].[K+]. The catalyst is CO. The product is [CH3:1][S:2]([C:11]1[CH:12]=[CH:13][C:14]([CH2:17][CH2:18][C:19]([O:21][CH3:22])=[O:20])=[CH:15][CH:16]=1)(=[NH:4])=[O:3]. The yield is 0.930. (8) The reactants are Br[C:2]1[O:6][C:5]([CH2:7][N:8]2[C:16]3[C:11](=[C:12]([C:19]([F:22])([F:21])[F:20])[C:13]([C:17]#[N:18])=[CH:14][CH:15]=3)[CH:10]=[C:9]2[CH:23]2[CH2:25][CH2:24]2)=[CH:4][CH:3]=1.C([O-])(=O)C.[K+].CC1C(C)OB(B2OC(C)C(C)O2)O1.Br[C:46]1[CH:51]=[C:50]([C:52]([F:55])([F:54])[F:53])[CH:49]=[CH:48][C:47]=1[F:56].C(=O)([O-])[O-].[Cs+].[Cs+]. The catalyst is CN(C=O)C.C([O-])(=O)C.[Pd+2].C([O-])(=O)C.C1C=CC([P]([Pd]([P](C2C=CC=CC=2)(C2C=CC=CC=2)C2C=CC=CC=2)([P](C2C=CC=CC=2)(C2C=CC=CC=2)C2C=CC=CC=2)[P](C2C=CC=CC=2)(C2C=CC=CC=2)C2C=CC=CC=2)(C2C=CC=CC=2)C2C=CC=CC=2)=CC=1. The product is [CH:23]1([C:9]2[N:8]([CH2:7][C:5]3[O:6][C:2]([C:46]4[CH:51]=[C:50]([C:52]([F:54])([F:55])[F:53])[CH:49]=[CH:48][C:47]=4[F:56])=[CH:3][CH:4]=3)[C:16]3[C:11]([CH:10]=2)=[C:12]([C:19]([F:22])([F:21])[F:20])[C:13]([C:17]#[N:18])=[CH:14][CH:15]=3)[CH2:25][CH2:24]1. The yield is 0.0130. (9) The reactants are Br[CH2:2][C:3]([C:5]1[CH:10]=[CH:9][C:8]([C:11]#[N:12])=[CH:7][CH:6]=1)=O.[C:13]([NH2:21])(=[O:20])[C:14]1[CH:19]=[CH:18][CH:17]=[CH:16][CH:15]=1. No catalyst specified. The product is [C:14]1([C:13]2[O:20][CH:2]=[C:3]([C:5]3[CH:10]=[CH:9][C:8]([C:11]#[N:12])=[CH:7][CH:6]=3)[N:21]=2)[CH:19]=[CH:18][CH:17]=[CH:16][CH:15]=1. The yield is 0.660. (10) The reactants are [CH2:1]([CH:3]1[C:9]2[CH:10]=[C:11]([O:14][CH3:15])[CH:12]=[CH:13][C:8]=2[CH2:7][CH2:6][N:5]([CH2:16][CH3:17])[C:4]1=[O:18])[CH3:2].FC(F)(F)C(OC(=O)C(F)(F)F)=O.[N+:32]([O-])([O-:34])=[O:33].[K+].[OH-].[Na+]. The product is [CH2:1]([CH:3]1[C:9]2[CH:10]=[C:11]([O:14][CH3:15])[C:12]([N+:32]([O-:34])=[O:33])=[CH:13][C:8]=2[CH2:7][CH2:6][N:5]([CH2:16][CH3:17])[C:4]1=[O:18])[CH3:2]. The catalyst is CC#N.O. The yield is 0.310.